From a dataset of Reaction yield outcomes from USPTO patents with 853,638 reactions. Predict the reaction yield, written as a fraction of the theoretical maximum amount of product (1.0 means a 100% yield; for example, 0.34 means a 34% yield). (1) The reactants are [O:1]=[C:2]1[C:10]2[C:5](=[CH:6][CH:7]=[CH:8][CH:9]=2)[C:4](=[O:11])[N:3]1[NH:12][C:13](=[O:19])[O:14][C:15]([CH3:18])([CH3:17])[CH3:16].I[CH2:21][CH3:22].C(=O)([O-])[O-].[K+].[K+]. The catalyst is [Br-].C([N+](CC)(CC)CC)C1C=CC=CC=1.C(#N)C.O. The product is [O:11]=[C:4]1[C:5]2[C:10](=[CH:9][CH:8]=[CH:7][CH:6]=2)[C:2](=[O:1])[N:3]1[N:12]([CH2:21][CH3:22])[C:13](=[O:19])[O:14][C:15]([CH3:16])([CH3:18])[CH3:17]. The yield is 0.710. (2) The reactants are Cl[C:2]1[NH:17][C:5]2=[N:6][CH:7]=[C:8]([C:10]3[CH:15]=[CH:14][CH:13]=[C:12]([F:16])[CH:11]=3)[CH:9]=[C:4]2[CH:3]=1.CCN(CC)CC.CO. The catalyst is C1COCC1.[Pd]. The product is [F:16][C:12]1[CH:11]=[C:10]([C:8]2[CH:9]=[C:4]3[CH:3]=[CH:2][NH:17][C:5]3=[N:6][CH:7]=2)[CH:15]=[CH:14][CH:13]=1. The yield is 0.880. (3) The reactants are [O:1]=[C:2]1[O:8][C@H:7]([C@H:9]([CH2:11][OH:12])[OH:10])[C:5]([OH:6])=[C:3]1[OH:4].[CH2:13]([OH:35])[C@H:14]1[O:19][C@@H:18]([O:20][C@H:21]2[C@H:26]([OH:27])[C@@H:25]([OH:28])[C@H:24]([OH:29])[O:23][C@@H:22]2CO)[C@H:17]([OH:32])[C@@H:16]([OH:33])[C@@H:15]1[OH:34]. The catalyst is C([O-])(=O)C. The product is [C@@H:18]1([O:12][CH2:11][C@H:9]([OH:10])[C@H:7]2[O:8][C:2](=[O:1])[C:3]([OH:4])=[C:5]2[OH:6])[O:19][C@H:14]([CH2:13][OH:35])[C@@H:15]([OH:34])[C@H:16]([OH:33])[C@H:17]1[OH:32].[C@@H:18]1([O:20][C:21]2[C:22]([O:28][C@H:25]([C@H:24]([CH2:2][OH:1])[OH:29])[C:26]=2[OH:27])=[O:23])[O:19][C@H:14]([CH2:13][OH:35])[C@@H:15]([OH:34])[C@H:16]([OH:33])[C@H:17]1[OH:32]. The yield is 0.118. (4) The reactants are Br[C:2]1[CH:23]=[CH:22][C:5]2[C:6]3[N:7]([CH:11]=[C:12]([C:14]4[N:18]([CH:19]([CH3:21])[CH3:20])[N:17]=[CH:16][N:15]=4)[N:13]=3)[CH2:8][CH2:9][O:10][C:4]=2[CH:3]=1.[CH:24]([S:26]([NH2:29])(=[O:28])=[O:27])=[CH2:25].C(N(CC)CC)C.C1(C)C=CC=CC=1P(C1C=CC=CC=1C)C1C=CC=CC=1C. The catalyst is CN(C=O)C.C([O-])(=O)C.[Pd+2].C([O-])(=O)C. The product is [CH:19]([N:18]1[C:14]([C:12]2[N:13]=[C:6]3[N:7]([CH2:8][CH2:9][O:10][C:4]4[CH:3]=[C:2](/[CH:25]=[CH:24]/[S:26]([NH2:29])(=[O:28])=[O:27])[CH:23]=[CH:22][C:5]=43)[CH:11]=2)=[N:15][CH:16]=[N:17]1)([CH3:21])[CH3:20]. The yield is 0.350.